From a dataset of Drug-target binding data from BindingDB using Ki measurements. Regression. Given a target protein amino acid sequence and a drug SMILES string, predict the binding affinity score between them. We predict pKi (pKi = -log10(Ki in M); higher means stronger inhibition). Dataset: bindingdb_ki. (1) The small molecule is O=C1c2ccccc2S(=O)(=O)N1CCCCN1CCN(c2cc(Cl)cc3c2OCCO3)CC1. The target protein sequence is MEPAGPCQAPLLPANDSYHGRNCTAQEGIYQDATPLSWKIVLTVVLALVTLATVLSNAFVIATVYQTRKLHTPANYLIASLAVTDLLVSILVMPISTMYTVTGKWTLGQVVCDIWLSSDITCCTASILHLCVIALDRYWAITDAVEYSTKRTPKRAAGMIALVWVFSICISMPPLFWRQAKAEEVSHCVVNTDHVLYTVYSTVGAFYFPTLLLIALYGRIYVEARSRILKQTPKKAGKRLTRAQLITDSPGSSSSVTSINSKAPEGSSETSSPVYMNQVKVKVSDALLEKKKLTAARERKATKTLGIILGAFIVCWLPFFILSLVLPICKDACWFHMAIFDFFTWLGYLNSLINPIIYTMSNEDFKQAFHKLIRFRCTS. The pKi is 6.0. (2) The small molecule is OCC1OC(n2cnc3c(NC4CCCC4)nc(Cl)nc32)C(O)C1O. The target protein sequence is MCPQGSPCPASSSPINVTFNTSQVMGSIDVIYISAECLVALLAALGNIPVVWAVKLNAAFHNTTMYFIASLALADIAVGVFVVPLAVLVSLQVSIPFHFCLFLCCLMVVFTQASILSLLAIAIDRYLRVKLPIRYKIISTERRIWGALGLCWSLSLLVGLTPMFGWNKQRSAPYHTCGFTSVIRMDYMVYFSFFAWTLIPLSIMCALYVAVFYIIRTKLSQGATGARGAGTFYGKEFRKAKSLALVLFLFAVSWLPLCIMNCVLYFHPEYKIPKPWIFLGILLSHANSAMNPVVYACKIKKFKTTYLLILRTYILCRKKPQAMPSSYRLNTPAVVQNER. The pKi is 8.2. (3) The pKi is 8.5. The target protein sequence is MDIFSLGQGNNTTSSQEPFGTGGNVTGISDVTFSYQVITSLLLGTLIFCAVLGNACVVAAIALERSLQNVANYLIGSLAVTDLMVSVLVLPMAALYQVLNKWTLGQVTCDLFIALDVLCCTSSILHLCAIALDRYWAITDPIDYVNKRTPRRAAALISLTWLIGFLISIPPMLGWRTPEDRSDPDACTISKDHGYTIYSTFGAFYIPLLLMLVLYGRIFRAARFRIRKTVKKVEKKGASTSLSTSSAPPPKKSLNGQPGNGDWRRSAENRAVGAPCANGAVRQGDDEATLEVIEVHRVGNSKDHLPLPSESGATSYAPACLERKNERNAEAKRKMALARERKTVKTLGIIMGTFILCWLPFFIVALVLPFCESSCHMPALLGAIINWLGYSNSLLNPVIYAYFNKDFQNAFKKIIKCKFCRR. The drug is CN(Cc1ccccn1)C(=O)c1cc2cccc(N3CCN(CCc4ccccn4)CC3)c2o1. (4) The small molecule is COCCOc1cc(C(=O)Nc2nnc(-c3ccncc3)s2)ccc1OC(C)c1ccccc1. The target protein (Q9Y5S8) has sequence MGNWVVNHWFSVLFLVVWLGLNVFLFVDAFLKYEKADKYYYTRKILGSTLACARASALCLNFNSTLILLPVCRNLLSFLRGTCSFCSRTLRKQLDHNLTFHKLVAYMICLHTAIHIIAHLFNFDCYSRSRQATDGSLASILSSLSHDEKKGGSWLNPIQSRNTTVEYVTFTSIAGLTGVIMTIALILMVTSATEFIRRSYFEVFWYTHHLFIFYILGLGIHGIGGIVRGQTEESMNESHPRKCAESFEMWDDRDSHCRRPKFEGHPPESWKWILAPVILYICERILRFYRSQQKVVITKVVMHPSKVLELQMNKRGFSMEVGQYIFVNCPSISLLEWHPFTLTSAPEEDFFSIHIRAAGDWTENLIRAFEQQYSPIPRIEVDGPFGTASEDVFQYEVAVLVGAGIGVTPFASILKSIWYKFQCADHNLKTKKIYFYWICRETGAFSWFNNLLTSLEQEMEELGKVGFLNYRLFLTGWDSNIVGHAALNFDKATDIVTGLK.... The pKi is 7.1. (5) The compound is CSCC[C@H](NC(=O)[C@H](CCC(N)=O)NC(=O)[C@H](CCCCN)NC(=O)[C@H](CCCN=C(N)N)NC(=O)[C@H](Cc1ccc(O)cc1)NC(=O)[C@H](CCCN=C(N)N)NC(=O)[C@H](CO)NC(=O)[C@H](Cc1ccc(O)cc1)NC(=O)[C@H](CO)NC(=O)[C@H](CC(=O)O)NC(=O)[C@@H](NC(=O)[C@@H](N)Cc1ccccc1)[C@@H](C)O)C(=O)N[C@@H](C)C(=O)N[C@H](C(=O)N[C@@H](CCCCN)C(=O)N[C@@H](CCCCN)C(=O)N[C@@H](Cc1ccc(O)cc1)C(=O)N[C@@H](CC(C)C)C(=O)N[C@@H](C)C(=O)N[C@@H](C)C(=O)N[C@H](C(=O)N[C@@H](CC(C)C)C(=O)NCC(=O)N[C@@H](CCCCN)C(=O)N[C@@H](CCCN=C(N)N)C(=O)N[C@@H](Cc1ccc(O)cc1)C(=O)N[C@@H](CCCCN)C(=O)N[C@@H](CCC(N)=O)C(=O)N[C@@H](CCCN=C(N)N)C(=O)N[C@H](C(N)=O)C(C)C)C(C)C)C(C)C. The target protein (P13589) has sequence MTMCSGARLALLVYGIIMHNSVSCSPAAGLSFPGIRPEEEAYDQDGNPLQDFYDWDPPGAGSPASALRDAYALYYPADRRDVAHEILNEAYRKVLDQLSARKYLQSMVARGMGENLAAAAVDDRAPLTKRHSDGIFTDSYSRYRKQMAVKKYLAAVLGKRYKQRVKNKGRRIAYL. The pKi is 6.5. (6) The small molecule is Cc1ccc2nc(-c3cc(Cc4ccccc4)ccc3O)cc(O)c2c1. The target protein (P19969) has sequence MDNGMLSRFIMTKTLLVFCISMTLSSHFGFSQMPTSSVQDETNDNITIFTRILDGLLDGYDNRLRPGLGERITQVRTDIYVTSFGPVSDTEMEYTIDVFFRQSWKDERLRFKGPMQRLPLNNLLASKIWTPDTFFHNGKKSIAHNMTTPNKLLRLEDDGTLLYTMRLTISAECPMQLEDFPMDAHACPLKFGSYAYPNSEVVYVWTNGSTKSVVVAEDGSRLNQYHLMGQTVGTENISTSTGEYTIMTAHFHLKRKIGYFVIQTYLPCIMTVILSQVSFWLNRESVPARTVFGVTTVLTMTTLSISARNSLPKVAYATAMDWFIAVCYAFVFSALIEFATVNYFTKRGWAWDGKKALEAAKIKKKERELILNKSTNAFTTGKLTHPPNIPKEQLPGGTGNAVGTASIRASEEKTSESKKTYNSISKIDKMSRIVFPILFGTFNLVYWATYLNREPVIKGATSPK. The pKi is 8.1.